Task: Predict the reactants needed to synthesize the given product.. Dataset: Full USPTO retrosynthesis dataset with 1.9M reactions from patents (1976-2016) Given the product [Br:1][C:2]1[C:3]([F:19])=[CH:4][C:5]2[NH:16][C:11](=[O:12])[C:8]3([CH2:10][CH2:9]3)[O:7][C:6]=2[CH:15]=1, predict the reactants needed to synthesize it. The reactants are: [Br:1][C:2]1[C:3]([F:19])=[CH:4][C:5]([N+:16]([O-])=O)=[C:6]([CH:15]=1)[O:7][C:8]1([C:11](OC)=[O:12])[CH2:10][CH2:9]1.